This data is from Full USPTO retrosynthesis dataset with 1.9M reactions from patents (1976-2016). The task is: Predict the reactants needed to synthesize the given product. (1) Given the product [O:6]1[CH2:5][CH2:4][CH2:3][C@@H:2]1[CH2:1][O:7][S:14]([C:11]1[CH:12]=[CH:13][C:8]([CH3:18])=[CH:9][CH:10]=1)(=[O:16])=[O:15], predict the reactants needed to synthesize it. The reactants are: [CH2:1]([OH:7])[C@@H:2]1[O:6][CH2:5][CH2:4][CH2:3]1.[C:8]1([CH3:18])[CH:13]=[CH:12][C:11]([S:14](Cl)(=[O:16])=[O:15])=[CH:10][CH:9]=1. (2) The reactants are: Br[C:2]1[CH:3]=[C:4]([C:8]2[CH:13]=[CH:12][CH:11]=[CH:10][CH:9]=2)[CH:5]=[CH:6][CH:7]=1.C([Li])(C)(C)C.CN(C)[CH:21]=[O:22]. Given the product [C:8]1([C:4]2[CH:3]=[C:2]([CH:7]=[CH:6][CH:5]=2)[CH:21]=[O:22])[CH:9]=[CH:10][CH:11]=[CH:12][CH:13]=1, predict the reactants needed to synthesize it.